From a dataset of Catalyst prediction with 721,799 reactions and 888 catalyst types from USPTO. Predict which catalyst facilitates the given reaction. (1) Reactant: CS(O[CH2:6][CH2:7][N:8]1[CH:16]=[C:15]2[C:10]([CH2:11][CH2:12][C:13]3[C:19]4[C:20]([NH:24][C:25]5[CH:30]=[CH:29][C:28]([O:31][CH2:32][C:33]6[CH:38]=[CH:37][CH:36]=[C:35]([CH3:39])[N:34]=6)=[C:27]([Cl:40])[CH:26]=5)=[N:21][CH:22]=[N:23][C:18]=4[S:17][C:14]=32)=[N:9]1)(=O)=O.[CH3:41][N:42]1[CH2:47][CH2:46][NH:45][CH2:44][CH2:43]1.C(N(C(C)C)CC)(C)C. Product: [Cl:40][C:27]1[CH:26]=[C:25]([NH:24][C:20]2[N:21]=[CH:22][N:23]=[C:18]3[S:17][C:14]4[C:15]5[C:10]([CH2:11][CH2:12][C:13]=4[C:19]=23)=[N:9][N:8]([CH2:7][CH2:6][N:45]2[CH2:46][CH2:47][N:42]([CH3:41])[CH2:43][CH2:44]2)[CH:16]=5)[CH:30]=[CH:29][C:28]=1[O:31][CH2:32][C:33]1[CH:38]=[CH:37][CH:36]=[C:35]([CH3:39])[N:34]=1. The catalyst class is: 23. (2) Reactant: FC1C=C(C=CC=1)CSC1OC(C2C=CN=C(N)C=2)=NN=1.C(N(CC)CC)C.C(Cl)(=O)C=C.[C:34]([N:38]([C:43]1[CH:48]=[C:47]([C:49]2[O:50][C:51]([S:54][CH2:55][C:56]3[CH:61]=[CH:60][CH:59]=[C:58]([F:62])[CH:57]=3)=[N:52][N:53]=2)[CH:46]=[CH:45][N:44]=1)C(=O)C=C)(=[O:37])[CH:35]=[CH2:36]. Product: [F:62][C:58]1[CH:57]=[C:56]([CH:61]=[CH:60][CH:59]=1)[CH2:55][S:54][C:51]1[O:50][C:49]([C:47]2[CH:46]=[CH:45][N:44]=[C:43]([NH:38][C:34](=[O:37])[CH:35]=[CH2:36])[CH:48]=2)=[N:53][N:52]=1. The catalyst class is: 54. (3) Reactant: [C:1]([NH2:24])(=O)[CH2:2][CH2:3][CH2:4][CH2:5][CH2:6][CH2:7][CH2:8][CH2:9][CH2:10][CH2:11][CH2:12][CH2:13][CH2:14][CH2:15][CH2:16][CH2:17][CH2:18][CH2:19][CH2:20][CH2:21][CH3:22].[H-].[H-].[H-].[H-].[Li+].[Al+3].O. The catalyst class is: 1. Product: [CH2:1]([NH2:24])[CH2:2][CH2:3][CH2:4][CH2:5][CH2:6][CH2:7][CH2:8][CH2:9][CH2:10][CH2:11][CH2:12][CH2:13][CH2:14][CH2:15][CH2:16][CH2:17][CH2:18][CH2:19][CH2:20][CH2:21][CH3:22]. (4) Reactant: [NH2:1][C@@H:2]1[CH2:6][CH2:5][N:4]([C:7](OC(C)(C)C)=O)[CH2:3]1.C([N:16](CC)CC)C.[Br:21][C:22]1[CH:23]=[C:24]([S:28](Cl)(=[O:30])=[O:29])[CH:25]=[CH:26][CH:27]=1.CCN(C(C)C)C(C)C.BrC#N. Product: [Br:21][C:22]1[CH:23]=[C:24]([S:28]([NH:1][C@@H:2]2[CH2:6][CH2:5][N:4]([C:7]#[N:16])[CH2:3]2)(=[O:30])=[O:29])[CH:25]=[CH:26][CH:27]=1. The catalyst class is: 31. (5) Reactant: [Cl:1][C:2]1[CH:3]=[C:4]([C:8]2[O:12][N:11]=[C:10]([C:13](=[O:15])[CH3:14])[CH:9]=2)[CH:5]=[CH:6][CH:7]=1.[BH4-].[Na+]. Product: [Cl:1][C:2]1[CH:3]=[C:4]([C:8]2[O:12][N:11]=[C:10]([CH:13]([OH:15])[CH3:14])[CH:9]=2)[CH:5]=[CH:6][CH:7]=1. The catalyst class is: 5. (6) Reactant: [F:1][C:2]1[CH:3]=[C:4]([NH:25][C:26]([C:28]2[S:29][CH:30]=[CH:31][CH:32]=2)=[NH:27])[CH:5]=[C:6]2[C:11]=1[N:10]([CH2:12][CH2:13][N:14](C)[C:15](=O)OC1C=CC=CC=1)[CH2:9][CH2:8][CH2:7]2.[OH-].[Na+]. Product: [F:1][C:2]1[CH:3]=[C:4]([NH:25][C:26]([C:28]2[S:29][CH:30]=[CH:31][CH:32]=2)=[NH:27])[CH:5]=[C:6]2[C:11]=1[N:10]([CH2:12][CH2:13][NH:14][CH3:15])[CH2:9][CH2:8][CH2:7]2. The catalyst class is: 40.